This data is from Full USPTO retrosynthesis dataset with 1.9M reactions from patents (1976-2016). The task is: Predict the reactants needed to synthesize the given product. (1) Given the product [NH2:1][C:2]1[N:7]=[C:6]([N:8]2[C@H:13]([CH3:14])[CH2:12][CH2:11][C@H:10]([C:15]([NH:17][CH:18]3[CH2:23][CH2:22][CH:21]([CH3:24])[CH2:20][CH2:19]3)=[O:16])[CH2:9]2)[CH:5]=[C:4]([C:25]2[CH:26]=[C:27]3[C:28]([C:31]([NH2:32])=[N:46][NH:47]3)=[CH:29][CH:30]=2)[N:3]=1, predict the reactants needed to synthesize it. The reactants are: [NH2:1][C:2]1[N:7]=[C:6]([N:8]2[C@H:13]([CH3:14])[CH2:12][CH2:11][C@H:10]([C:15]([NH:17][CH:18]3[CH2:23][CH2:22][CH:21]([CH3:24])[CH2:20][CH2:19]3)=[O:16])[CH2:9]2)[CH:5]=[C:4]([C:25]2[CH:30]=[CH:29][C:28]([C:31]#[N:32])=[C:27](F)[CH:26]=2)[N:3]=1.CCO.CCN(C(C)C)C(C)C.[NH2:46][NH2:47]. (2) Given the product [O:45]=[C:44]1[O:1][N:2]=[C:3]([C:5]2[CH:10]=[CH:9][C:8]([NH:11][C:12]([C:14]3[CH:22]=[C:21]4[C:17]([CH2:18][CH2:19][N:20]4[S:23]([C:26]4[CH:31]=[C:30]([Cl:32])[CH:29]=[CH:28][C:27]=4[O:33][CH3:34])(=[O:25])=[O:24])=[CH:16][CH:15]=3)=[O:13])=[CH:7][CH:6]=2)[NH:4]1, predict the reactants needed to synthesize it. The reactants are: [OH:1][NH:2][C:3]([C:5]1[CH:10]=[CH:9][C:8]([NH:11][C:12]([C:14]2[CH:22]=[C:21]3[C:17]([CH2:18][CH2:19][N:20]3[S:23]([C:26]3[CH:31]=[C:30]([Cl:32])[CH:29]=[CH:28][C:27]=3[O:33][CH3:34])(=[O:25])=[O:24])=[CH:16][CH:15]=2)=[O:13])=[CH:7][CH:6]=1)=[NH:4].N1C=CC=CC=1.C(C(CCCC)[CH2:44][O:45]C(Cl)=O)C. (3) Given the product [Br:1][C:2]1[CH:3]=[CH:4][C:5]([C:8]2[O:12][N:11]=[C:10]([CH3:13])[C:9]=2[CH:14]([NH:21][S:22]([CH3:25])(=[O:24])=[O:23])[C:15]#[CH:16])=[CH:6][CH:7]=1, predict the reactants needed to synthesize it. The reactants are: [Br:1][C:2]1[CH:7]=[CH:6][C:5]([C:8]2[O:12][N:11]=[C:10]([CH3:13])[C:9]=2[CH:14]([NH:21][S:22]([CH3:25])(=[O:24])=[O:23])[C:15]#[C:16][Si](C)(C)C)=[CH:4][CH:3]=1.[F-].C([N+](CCCC)(CCCC)CCCC)CCC. (4) Given the product [CH3:3][C:4]1[CH:9]=[C:8]([CH3:10])[CH:7]=[CH:6][C:5]=1[C:11]1[CH:20]=[CH:19][CH:18]=[C:17]2[C:12]=1[C:13](=[O:14])[N:15]([CH3:16])[NH:21]2, predict the reactants needed to synthesize it. The reactants are: [OH-].[Na+].[CH3:3][C:4]1[CH:9]=[C:8]([CH3:10])[CH:7]=[CH:6][C:5]=1[C:11]1[CH:20]=[CH:19][CH:18]=[C:17]([N+:21]([O-])=O)[C:12]=1[C:13]([NH:15][CH3:16])=[O:14]. (5) Given the product [Cl:8][C:9]1[C:14]([O:15][CH2:5][O:6][CH3:7])=[CH:13][CH:12]=[CH:11][N:10]=1, predict the reactants needed to synthesize it. The reactants are: [H-].[Na+].C1[CH2:7][O:6][CH2:5]C1.[Cl:8][C:9]1[C:14]([OH:15])=[CH:13][CH:12]=[CH:11][N:10]=1.COCCl. (6) Given the product [CH3:11][C:7]1[CH:6]=[C:5]2[C:10]([C:2]([CH2:3][C:13]3[CH:14]=[N:15][CH:16]=[CH:17][CH:18]=3)=[N:20][NH:21][C:4]2=[O:12])=[CH:9][CH:8]=1.[CH3:11][C:7]1[CH:6]=[C:5]2[C:10](=[CH:9][CH:8]=1)[C:2](=[O:1])[NH:21][N:20]=[C:4]2[CH2:3][C:13]1[CH:14]=[N:15][CH:16]=[CH:17][CH:18]=1, predict the reactants needed to synthesize it. The reactants are: [OH:1][C:2]1[C:10]2[C:5](=[CH:6][C:7]([CH3:11])=[CH:8][CH:9]=2)[C:4](=[O:12])[C:3]=1[C:13]1[CH:14]=[N:15][CH:16]=[CH:17][CH:18]=1.O.[NH2:20][NH2:21].